From a dataset of CYP2C9 inhibition data for predicting drug metabolism from PubChem BioAssay. Regression/Classification. Given a drug SMILES string, predict its absorption, distribution, metabolism, or excretion properties. Task type varies by dataset: regression for continuous measurements (e.g., permeability, clearance, half-life) or binary classification for categorical outcomes (e.g., BBB penetration, CYP inhibition). Dataset: cyp2c9_veith. (1) The drug is O=C(Nc1ccc([As](=O)(O)O)cc1)Nc1cccc(Cl)c1Cl. The result is 0 (non-inhibitor). (2) The compound is CCc1c(C)nc2ncnn2c1NCCc1ccc(OC)cc1. The result is 1 (inhibitor). (3) The drug is N#Cc1cc([N+](=O)[O-])cnc1NCC(O)CO. The result is 0 (non-inhibitor). (4) The molecule is COc1cccc(-n2ccnc2SCC(=O)Nc2nccs2)c1. The result is 1 (inhibitor). (5) The compound is Cc1ccccc1C(=O)NNC(=O)c1ccoc1C. The result is 0 (non-inhibitor). (6) The compound is COc1ccccc1-c1ccc2ncnc(NC3CC3)c2c1. The result is 0 (non-inhibitor). (7) The drug is CC(=O)C1C(c2cccc(F)c2)NC(=O)NC1(O)C(F)(F)F. The result is 0 (non-inhibitor).